Dataset: Reaction yield outcomes from USPTO patents with 853,638 reactions. Task: Predict the reaction yield, written as a fraction of the theoretical maximum amount of product (1.0 means a 100% yield; for example, 0.34 means a 34% yield). (1) The catalyst is CN(C)C=O. The yield is 0.830. The product is [Cl:13][C:14]1[N:22]=[C:21]2[C:17]([N:18]=[CH:19][N:20]2[CH3:23])=[C:9]([NH:8][C:5]2[CH:6]=[CH:7][C:2]([Cl:1])=[CH:3][CH:4]=2)[N:15]=1. The reactants are [Cl:1][C:2]1[CH:7]=[CH:6][C:5]([NH:8][CH:9]=O)=[CH:4][CH:3]=1.[H-].[Na+].[Cl:13][C:14]1[N:22]=[C:21]2[C:17]([N:18]=[CH:19][N:20]2[CH3:23])=C(Cl)[N:15]=1.O. (2) The reactants are [CH2:1]([NH:5][C:6](=[O:12])[O:7][C:8]([CH3:11])([CH3:10])[CH3:9])[CH2:2][C:3]#[CH:4].Br[C:14]1[N:18]([CH3:19])[N:17]=[CH:16][C:15]=1[N+:20]([O-:22])=[O:21]. The catalyst is CCN(CC)CC.CCOC(C)=O.[Pd].C1(P(C2C=CC=CC=2)C2C=CC=CC=2)C=CC=CC=1.C1(P(C2C=CC=CC=2)C2C=CC=CC=2)C=CC=CC=1.C1(P(C2C=CC=CC=2)C2C=CC=CC=2)C=CC=CC=1.C1(P(C2C=CC=CC=2)C2C=CC=CC=2)C=CC=CC=1. The product is [CH3:19][N:18]1[C:14]([C:4]#[C:3][CH2:2][CH2:1][NH:5][C:6](=[O:12])[O:7][C:8]([CH3:9])([CH3:11])[CH3:10])=[C:15]([N+:20]([O-:22])=[O:21])[CH:16]=[N:17]1. The yield is 0.780. (3) The reactants are [Br:1][C:2]1[CH:7]=[CH:6][C:5]([CH2:8][CH2:9][CH2:10][C:11]([OH:13])=O)=[CH:4][CH:3]=1.[OH-].[Na+]. No catalyst specified. The product is [Br:1][C:2]1[CH:3]=[C:4]2[C:5]([CH2:8][CH2:9][CH2:10][C:11]2=[O:13])=[CH:6][CH:7]=1. The yield is 0.550. (4) The reactants are [NH2:1][C:2]1[CH:9]=[CH:8][C:5]([CH2:6][OH:7])=[CH:4][CH:3]=1.[OH-].[Na+].[C:12](O[C:12]([O:14][C:15]([CH3:18])([CH3:17])[CH3:16])=[O:13])([O:14][C:15]([CH3:18])([CH3:17])[CH3:16])=[O:13]. The catalyst is O1CCOCC1.O.C(OCC)(=O)C. The product is [OH:7][CH2:6][C:5]1[CH:8]=[CH:9][C:2]([NH:1][C:12](=[O:13])[O:14][C:15]([CH3:18])([CH3:17])[CH3:16])=[CH:3][CH:4]=1. The yield is 0.870. (5) The reactants are [Br:1][C:2]1[CH:3]=[CH:4][C:5]([Cl:11])=[C:6]([CH:10]=1)[C:7]([OH:9])=O.C(Cl)(=O)C(Cl)=O.[Cl-].[Cl-].[Cl-].[Al+3].[C:22]([O:25][CH2:26][CH2:27][C:28]1[CH:33]=[CH:32][CH:31]=[CH:30][CH:29]=1)(=[O:24])[CH3:23]. The catalyst is C(Cl)Cl.CN(C=O)C. The product is [C:22]([O:25][CH2:26][CH2:27][C:28]1[CH:33]=[CH:32][C:31]([C:7](=[O:9])[C:6]2[CH:10]=[C:2]([Br:1])[CH:3]=[CH:4][C:5]=2[Cl:11])=[CH:30][CH:29]=1)(=[O:24])[CH3:23]. The yield is 0.260. (6) The reactants are [Br:1][C:2]1[N:10]([CH2:11][C:12]2[CH:17]=[CH:16][C:15]([Cl:18])=[CH:14][CH:13]=2)[C:9]2[C:8](=[O:19])[NH:7][C:6](=[O:20])[N:5]([CH3:21])[C:4]=2[N:3]=1.Br[CH2:23][CH2:24][O:25][CH:26]1[CH2:31][CH2:30][CH2:29][CH2:28][O:27]1.C(=O)([O-])[O-].[K+].[K+]. The catalyst is CN(C=O)C.CCCC[N+](CCCC)(CCCC)CCCC.[I-]. The product is [Br:1][C:2]1[N:10]([CH2:11][C:12]2[CH:13]=[CH:14][C:15]([Cl:18])=[CH:16][CH:17]=2)[C:9]2[C:8](=[O:19])[N:7]([CH2:23][CH2:24][O:25][CH:26]3[CH2:31][CH2:30][CH2:29][CH2:28][O:27]3)[C:6](=[O:20])[N:5]([CH3:21])[C:4]=2[N:3]=1. The yield is 0.888.